From a dataset of NCI-60 drug combinations with 297,098 pairs across 59 cell lines. Regression. Given two drug SMILES strings and cell line genomic features, predict the synergy score measuring deviation from expected non-interaction effect. (1) Drug 1: CC1=C(N=C(N=C1N)C(CC(=O)N)NCC(C(=O)N)N)C(=O)NC(C(C2=CN=CN2)OC3C(C(C(C(O3)CO)O)O)OC4C(C(C(C(O4)CO)O)OC(=O)N)O)C(=O)NC(C)C(C(C)C(=O)NC(C(C)O)C(=O)NCCC5=NC(=CS5)C6=NC(=CS6)C(=O)NCCC[S+](C)C)O. Drug 2: C1CN(P(=O)(OC1)NCCCl)CCCl. Cell line: HCT116. Synergy scores: CSS=57.0, Synergy_ZIP=3.51, Synergy_Bliss=3.32, Synergy_Loewe=-35.0, Synergy_HSA=4.71. (2) Drug 1: C1=NC2=C(N=C(N=C2N1C3C(C(C(O3)CO)O)O)F)N. Drug 2: C1=CC=C(C(=C1)C(C2=CC=C(C=C2)Cl)C(Cl)Cl)Cl. Cell line: RXF 393. Synergy scores: CSS=1.27, Synergy_ZIP=-1.17, Synergy_Bliss=-1.42, Synergy_Loewe=-5.91, Synergy_HSA=-3.58.